Dataset: Full USPTO retrosynthesis dataset with 1.9M reactions from patents (1976-2016). Task: Predict the reactants needed to synthesize the given product. (1) Given the product [Cl:1][C:2]1[CH:3]=[CH:4][C:5]([CH2:6][CH2:7][NH:8][C:9]([C:11]2[CH:12]=[C:13]3[C:17](=[CH:18][CH:19]=2)[N:16]([C:20]2[CH:25]=[CH:24][C:23]([CH2:26][C:27]([OH:29])=[O:28])=[CH:22][C:21]=2[C:34]#[N:35])[CH:15]=[CH:14]3)=[O:10])=[CH:36][CH:37]=1, predict the reactants needed to synthesize it. The reactants are: [Cl:1][C:2]1[CH:37]=[CH:36][C:5]([CH2:6][CH2:7][NH:8][C:9]([C:11]2[CH:12]=[C:13]3[C:17](=[CH:18][CH:19]=2)[N:16]([C:20]2[CH:25]=[CH:24][C:23]([CH2:26][C:27]([O:29]C(C)(C)C)=[O:28])=[CH:22][C:21]=2[C:34]#[N:35])[CH:15]=[CH:14]3)=[O:10])=[CH:4][CH:3]=1.C(O)(C(F)(F)F)=O. (2) Given the product [Cl:31][C:19]1[CH:18]=[C:17]([NH:16][C:11]([C:9]2[CH2:8][CH2:7][O:6][C:5]3[CH:14]=[CH:15][C:2]([F:1])=[CH:3][C:4]=3[CH:10]=2)=[O:13])[CH:22]=[N:21][C:20]=1[NH:23][CH2:24][C:25]1[CH:30]=[CH:29][CH:28]=[CH:27][N:26]=1, predict the reactants needed to synthesize it. The reactants are: [F:1][C:2]1[CH:15]=[CH:14][C:5]2[O:6][CH2:7][CH2:8][C:9]([C:11]([OH:13])=O)=[CH:10][C:4]=2[CH:3]=1.[NH2:16][C:17]1[CH:18]=[C:19]([Cl:31])[C:20]([NH:23][CH2:24][C:25]2[CH:30]=[CH:29][CH:28]=[CH:27][N:26]=2)=[N:21][CH:22]=1.Cl.C(N=C=NCCCN(C)C)C. (3) Given the product [Br:1][C:2]1[CH:7]=[C:6]([F:8])[CH:5]=[CH:4][C:3]=1[CH:9]1[N:10]=[C:11]([C:21]2[S:22][CH:23]=[CH:24][N:25]=2)[NH:12][C:13]([CH2:19][N:26]2[CH2:31][CH2:30][O:29][CH2:28][C@H:27]2[C:32]([OH:34])=[O:33])=[C:14]1[C:15]([O:17][CH3:18])=[O:16], predict the reactants needed to synthesize it. The reactants are: [Br:1][C:2]1[CH:7]=[C:6]([F:8])[CH:5]=[CH:4][C:3]=1[CH:9]1[C:14]([C:15]([O:17][CH3:18])=[O:16])=[C:13]([CH2:19]Br)[NH:12][C:11]([C:21]2[S:22][CH:23]=[CH:24][N:25]=2)=[N:10]1.[NH:26]1[CH2:31][CH2:30][O:29][CH2:28][C@H:27]1[C:32]([OH:34])=[O:33]. (4) Given the product [CH3:32][O:33][CH2:34][C:35]([NH:1][C@H:2]1[CH2:7][CH2:6][C@H:5]([NH:8][C:9]([C:11]2[C:15]3[N:16]=[CH:17][N:18]=[C:19]([C:20]4[CH:25]=[C:24]([CH3:26])[CH:23]=[CH:22][C:21]=4[O:27][CH2:28][CH:29]4[CH2:30][CH2:31]4)[C:14]=3[NH:13][CH:12]=2)=[O:10])[CH2:4][CH2:3]1)=[O:36], predict the reactants needed to synthesize it. The reactants are: [NH2:1][C@H:2]1[CH2:7][CH2:6][C@H:5]([NH:8][C:9]([C:11]2[C:15]3[N:16]=[CH:17][N:18]=[C:19]([C:20]4[CH:25]=[C:24]([CH3:26])[CH:23]=[CH:22][C:21]=4[O:27][CH2:28][CH:29]4[CH2:31][CH2:30]4)[C:14]=3[NH:13][CH:12]=2)=[O:10])[CH2:4][CH2:3]1.[CH3:32][O:33][CH2:34][C:35](Cl)=[O:36]. (5) Given the product [OH:26][C:23]1[CH:24]=[CH:25][C:20]([C:2]2[CH:10]=[CH:9][C:5]([C:6]([OH:8])=[O:7])=[C:4]([CH3:11])[CH:3]=2)=[CH:21][CH:22]=1, predict the reactants needed to synthesize it. The reactants are: Br[C:2]1[CH:10]=[CH:9][C:5]([C:6]([OH:8])=[O:7])=[C:4]([CH3:11])[CH:3]=1.CC1(C)C(C)(C)OB([C:20]2[CH:25]=[CH:24][C:23]([OH:26])=[CH:22][CH:21]=2)O1.C(=O)([O-])[O-].[Cs+].[Cs+]. (6) Given the product [Cl:44][C:39]1[CH:38]=[C:37]([C@H:34]2[O:33][C:32](=[O:43])[N:31]([CH2:30][C:21]3[CH:22]=[C:23]([C:26]([F:28])([F:29])[F:27])[CH:24]=[CH:25][C:20]=3[C:4]3[CH:5]=[C:6]([C:9]4[CH:14]=[CH:13][C:12]([C:15]([O:17][CH3:18])=[O:16])=[CH:11][C:10]=4[CH3:19])[CH:7]=[CH:8][C:3]=3[O:2][CH3:1])[C@H:35]2[CH3:36])[CH:42]=[CH:41][N:40]=1, predict the reactants needed to synthesize it. The reactants are: [CH3:1][O:2][C:3]1[CH:8]=[CH:7][C:6]([C:9]2[CH:14]=[CH:13][C:12]([C:15]([O:17][CH3:18])=[O:16])=[CH:11][C:10]=2[CH3:19])=[CH:5][C:4]=1[C:20]1[CH:25]=[CH:24][C:23]([C:26]([F:29])([F:28])[F:27])=[CH:22][C:21]=1[CH2:30][N:31]1[C@@H:35]([CH3:36])[C@@H:34]([C:37]2[CH:42]=[CH:41][N:40]=[CH:39][CH:38]=2)[O:33][C:32]1=[O:43].[Cl:44]C1C=CC=C(C(OO)=O)C=1. (7) Given the product [CH3:1][O:2][C:3]1[CH:8]=[CH:7][CH:6]=[CH:5][C:4]=1[N:9]1[CH2:10][CH2:11][N:12]([CH2:15][CH2:16][CH2:17][CH2:18][OH:19])[CH2:13][CH2:14]1, predict the reactants needed to synthesize it. The reactants are: [CH3:1][O:2][C:3]1[CH:8]=[CH:7][CH:6]=[CH:5][C:4]=1[N:9]1[CH2:14][CH2:13][N:12]([CH2:15][CH2:16][CH2:17][C:18](OCC)=[O:19])[CH2:11][CH2:10]1.COC1C=CC=CC=1N1CCN(CCCO)CC1. (8) Given the product [C:1]1([P:7]([C:16]2[CH:21]=[CH:20][CH:19]=[CH:18][CH:17]=2)[C:8]2[CH:15]=[CH:14][CH:13]=[CH:12][C:9]=2[CH2:10][NH:28][C@@H:23]2[CH2:24][CH2:25][CH2:26][CH2:27][C@H:22]2[NH2:29])[CH:6]=[CH:5][CH:4]=[CH:3][CH:2]=1, predict the reactants needed to synthesize it. The reactants are: [C:1]1([P:7]([C:16]2[CH:21]=[CH:20][CH:19]=[CH:18][CH:17]=2)[C:8]2[CH:15]=[CH:14][CH:13]=[CH:12][C:9]=2[CH:10]=O)[CH:6]=[CH:5][CH:4]=[CH:3][CH:2]=1.[C@@H:22]1([NH2:29])[CH2:27][CH2:26][CH2:25][CH2:24][C@H:23]1[NH2:28].